This data is from Full USPTO retrosynthesis dataset with 1.9M reactions from patents (1976-2016). The task is: Predict the reactants needed to synthesize the given product. (1) Given the product [C:1]1([CH2:7][O:8][C:9]2[CH:24]=[C:23]([C:25]([N:27]3[CH2:28][CH2:29][CH2:30][CH2:31][CH2:32]3)=[O:26])[C:22]([C:33]([F:36])([F:34])[F:35])=[CH:21][C:10]=2[C:11]([OH:13])=[O:12])[CH:2]=[CH:3][CH:4]=[CH:5][CH:6]=1, predict the reactants needed to synthesize it. The reactants are: [C:1]1([CH2:7][O:8][C:9]2[CH:24]=[C:23]([C:25]([N:27]3[CH2:32][CH2:31][CH2:30][CH2:29][CH2:28]3)=[O:26])[C:22]([C:33]([F:36])([F:35])[F:34])=[CH:21][C:10]=2[C:11]([O:13]CC2C=CC=CC=2)=[O:12])[CH:6]=[CH:5][CH:4]=[CH:3][CH:2]=1.[Li+].[OH-].O.Cl. (2) Given the product [Cl:18][C:19]1[N:24]2[N:25]=[C:26]([C:29]3[CH:34]=[CH:33][CH:32]=[C:31]([Cl:35])[CH:30]=3)[C:27]([CH3:28])=[C:23]2[N:22]=[C:21]([CH3:36])[C:20]=1[CH:37]([OH:2])[C:38]([O:40][CH2:41][CH3:42])=[O:39], predict the reactants needed to synthesize it. The reactants are: C(=O)=[O:2].CC(C)=O.C[Si]([N-][Si](C)(C)C)(C)C.[K+].[Cl:18][C:19]1[N:24]2[N:25]=[C:26]([C:29]3[CH:34]=[CH:33][CH:32]=[C:31]([Cl:35])[CH:30]=3)[C:27]([CH3:28])=[C:23]2[N:22]=[C:21]([CH3:36])[C:20]=1[CH2:37][C:38]([O:40][CH2:41][CH3:42])=[O:39].C1(C2ON2S(C2C=CC=CC=2)(=O)=O)C=CC=CC=1. (3) Given the product [C:17]([CH2:19][C:20]([NH:13][C:10]1[CH:11]=[CH:12][C:7]([O:6][CH2:5][C:4]2[CH:14]=[CH:15][CH:16]=[C:2]([F:1])[CH:3]=2)=[CH:8][CH:9]=1)=[O:21])#[N:18], predict the reactants needed to synthesize it. The reactants are: [F:1][C:2]1[CH:3]=[C:4]([CH:14]=[CH:15][CH:16]=1)[CH2:5][O:6][C:7]1[CH:12]=[CH:11][C:10]([NH2:13])=[CH:9][CH:8]=1.[C:17]([CH2:19][C:20](O)=[O:21])#[N:18]. (4) Given the product [CH3:31][N:18]1[C:19]([CH3:20])([CH3:30])[CH2:21][CH2:22][C:23]2[C:24]([C:25]3[S:26][CH:27]=[CH:28][CH:29]=3)=[C:9]3[C:10]4[CH:11]=[C:2]([Br:1])[C:3]([O:33][CH3:34])=[CH:4][C:5]=4[CH2:6][CH2:7][N:8]3[C:15]=2[C:16]1=[O:17], predict the reactants needed to synthesize it. The reactants are: [Br:1][C:2]1[CH:11]=[C:10]2[C:5]([CH2:6][CH2:7][N:8]([C:15](=O)[C:16]([N:18]([CH3:31])[C:19]([CH3:30])([CH2:21][CH2:22][C:23]#[C:24][C:25]3[S:26][CH:27]=[CH:28][CH:29]=3)[CH3:20])=[O:17])[CH:9]2C(O)=O)=[CH:4][C:3]=1[O:33][CH3:34].C([O-])(=O)C.[Na+].[NH4+].[OH-].C(OC(C)C)(C)C. (5) Given the product [Br:1][C:2]1[CH:7]=[CH:6][N:5]2[N:8]=[C:9]([C:14]3[CH:19]=[CH:18][C:17]([O:20][CH3:21])=[CH:16][CH:15]=3)[C:10]([CH2:11][CH2:12][N:22]3[CH2:27][CH2:26][CH2:25][CH2:24][CH2:23]3)=[C:4]2[CH:3]=1, predict the reactants needed to synthesize it. The reactants are: [Br:1][C:2]1[CH:7]=[CH:6][N:5]2[N:8]=[C:9]([C:14]3[CH:19]=[CH:18][C:17]([O:20][CH3:21])=[CH:16][CH:15]=3)[C:10]([CH2:11][CH:12]=O)=[C:4]2[CH:3]=1.[NH:22]1[CH2:27][CH2:26][CH2:25][CH2:24][CH2:23]1.C(O[BH-](OC(=O)C)OC(=O)C)(=O)C.[Na+].